Predict the reactants needed to synthesize the given product. From a dataset of Full USPTO retrosynthesis dataset with 1.9M reactions from patents (1976-2016). (1) Given the product [F:35][CH:31]([F:36])[O:17][CH:14]1[CH2:15][CH2:16][C:11]2([C:18]3([NH:22][C:21](=[S:23])[C:20]([CH3:24])=[N:19]3)[C:25]3[C:9](=[CH:8][CH:7]=[C:6]([O:5][CH2:4][CH2:3][CH2:2][F:1])[CH:26]=3)[CH2:10]2)[CH2:12][CH2:13]1, predict the reactants needed to synthesize it. The reactants are: [F:1][CH2:2][CH2:3][CH2:4][O:5][C:6]1[CH:26]=[C:25]2[C:9]([CH2:10][C:11]3([C:18]42[NH:22][C:21](=[S:23])[C:20]([CH3:24])=[N:19]4)[CH2:16][CH2:15][CH:14]([OH:17])[CH2:13][CH2:12]3)=[CH:8][CH:7]=1.FS([C:31]([F:36])([F:35])C(O)=O)(=O)=O.O.CCOC(C)=O. (2) Given the product [Cl:17][C:18]1[CH:19]=[CH:20][C:21]([CH2:22][C:23]2([OH:31])[CH2:28][CH2:27][N:26]([CH2:2][CH2:3][C:4]([NH:6][C:7]3[CH:12]=[CH:11][C:10]([Cl:13])=[CH:9][C:8]=3[N+:14]([O-:16])=[O:15])=[O:5])[CH2:25][C:24]2([CH3:29])[CH3:30])=[CH:32][CH:33]=1, predict the reactants needed to synthesize it. The reactants are: Br[CH2:2][CH2:3][C:4]([NH:6][C:7]1[CH:12]=[CH:11][C:10]([Cl:13])=[CH:9][C:8]=1[N+:14]([O-:16])=[O:15])=[O:5].[Cl:17][C:18]1[CH:33]=[CH:32][C:21]([CH2:22][C:23]2([OH:31])[CH2:28][CH2:27][NH:26][CH2:25][C:24]2([CH3:30])[CH3:29])=[CH:20][CH:19]=1.C([O-])([O-])=O.[K+].[K+]. (3) Given the product [CH2:1]([N:8]1[CH2:12][CH:11]([CH3:13])[CH:10]([C:14]([OH:16])=[O:15])[CH2:9]1)[C:2]1[CH:3]=[CH:4][CH:5]=[CH:6][CH:7]=1, predict the reactants needed to synthesize it. The reactants are: [CH2:1]([N:8]1[CH2:12][CH:11]([CH3:13])[CH:10]([C:14]([O:16]C)=[O:15])[CH2:9]1)[C:2]1[CH:7]=[CH:6][CH:5]=[CH:4][CH:3]=1. (4) Given the product [OH2:8].[OH2:21].[OH2:32].[OH2:12].[CH:1]([C:3]1[CH:11]=[CH:10][C:6]([C:7]([O-:9])=[O:8])=[CH:5][CH:4]=1)=[CH2:2].[Mn+2:14].[CH:25]([C:27]1[CH:35]=[CH:34][C:30]([C:31]([O-:33])=[O:32])=[CH:29][CH:28]=1)=[CH2:26], predict the reactants needed to synthesize it. The reactants are: [CH:1]([C:3]1[CH:11]=[CH:10][C:6]([C:7]([OH:9])=[O:8])=[CH:5][CH:4]=1)=[CH2:2].[OH-:12].[Na+].[Mn:14].O.O.O.O.O.S(O)(O)(=O)=[O:21].[CH:25]([C:27]1[CH:35]=[CH:34][C:30]([C:31]([O-:33])=[O:32])=[CH:29][CH:28]=1)=[CH2:26].[Na+]. (5) Given the product [C:37]([O:41][C:42]([N:44]1[CH2:49][CH2:48][N:47]([C:26]([C:17]2[CH:18]([C:19]3[CH:24]=[CH:23][CH:22]=[C:21]([Cl:25])[CH:20]=3)[C:13]([C:11]([O:10][CH2:9][CH2:8][CH:7]([C:1]3[CH:6]=[CH:5][CH:4]=[CH:3][CH:2]=3)[C:31]3[CH:32]=[CH:33][CH:34]=[CH:35][CH:36]=3)=[O:12])=[C:14]([CH3:30])[NH:15][C:16]=2[CH3:29])=[O:27])[CH2:46][CH2:45]1)=[O:43])([CH3:40])([CH3:38])[CH3:39], predict the reactants needed to synthesize it. The reactants are: [C:1]1([CH:7]([C:31]2[CH:36]=[CH:35][CH:34]=[CH:33][CH:32]=2)[CH2:8][CH2:9][O:10][C:11]([C:13]2[CH:18]([C:19]3[CH:24]=[CH:23][CH:22]=[C:21]([Cl:25])[CH:20]=3)[C:17]([C:26](O)=[O:27])=[C:16]([CH3:29])[NH:15][C:14]=2[CH3:30])=[O:12])[CH:6]=[CH:5][CH:4]=[CH:3][CH:2]=1.[C:37]([O:41][C:42]([N:44]1[CH2:49][CH2:48][NH:47][CH2:46][CH2:45]1)=[O:43])([CH3:40])([CH3:39])[CH3:38].CCN=C=NCCCN(C)C.Cl.Cl. (6) Given the product [C@@H:6]1([O:24][C:25]2[C:30]([CH2:31][C:32]3[CH:37]=[CH:36][C:35]([CH3:38])=[C:34]([F:39])[CH:33]=3)=[C:29]([CH3:40])[CH:28]=[C:27]([CH3:41])[N:26]=2)[O:7][C@H:8]([CH2:19][OH:20])[C@@H:9]([OH:15])[C@H:10]([OH:11])[C@H:5]1[OH:4], predict the reactants needed to synthesize it. The reactants are: C([O:4][C@@H:5]1[C@@H:10]([O:11]C(=O)C)[C@H:9]([O:15]C(=O)C)[C@@H:8]([CH2:19][O:20]C(=O)C)[O:7][C@H:6]1[O:24][C:25]1[C:30]([CH2:31][C:32]2[CH:37]=[CH:36][C:35]([CH3:38])=[C:34]([F:39])[CH:33]=2)=[C:29]([CH3:40])[CH:28]=[C:27]([CH3:41])[N:26]=1)(=O)C.C[O-].[Na+]. (7) Given the product [Cl:14][C:10]1[CH:11]=[C:12]2[C:7](=[CH:8][CH:9]=1)[NH:6][C:5](=[O:15])[C:4]([CH:1]([NH:16][C:17]1[CH:24]=[CH:23][C:20]([C:21]#[N:22])=[C:19]([O:25][CH3:26])[CH:18]=1)[CH3:2])=[CH:13]2, predict the reactants needed to synthesize it. The reactants are: [C:1]([C:4]1[C:5](=[O:15])[NH:6][C:7]2[C:12]([CH:13]=1)=[CH:11][C:10]([Cl:14])=[CH:9][CH:8]=2)(=O)[CH3:2].[NH2:16][C:17]1[CH:24]=[CH:23][C:20]([C:21]#[N:22])=[C:19]([O:25][CH3:26])[CH:18]=1.ClCCl.C(O[BH-](OC(=O)C)OC(=O)C)(=O)C.[Na+]. (8) Given the product [CH:49]1([NH:52][C:53]([CH:55]2[CH2:58][N:57]([C:21]([C:6]3[CH:7]=[C:8]4[C:3](=[CH:4][CH:5]=3)[N:2]([CH3:1])[C:14]3[CH2:13][CH2:12][CH:11]([CH:15]5[CH2:20][CH2:19][O:18][CH2:17][CH2:16]5)[CH2:10][C:9]4=3)=[O:22])[CH2:56]2)=[O:54])[CH2:51][CH2:50]1, predict the reactants needed to synthesize it. The reactants are: [CH3:1][N:2]1[C:14]2[CH2:13][CH2:12][CH:11]([CH:15]3[CH2:20][CH2:19][O:18][CH2:17][CH2:16]3)[CH2:10][C:9]=2[C:8]2[C:3]1=[CH:4][CH:5]=[C:6]([C:21](O)=[O:22])[CH:7]=2.CN(C(ON1N=NC2C=CC=NC1=2)=[N+](C)C)C.F[P-](F)(F)(F)(F)F.[Cl-].[CH:49]1([NH:52][C:53]([CH:55]2[CH2:58][NH2+:57][CH2:56]2)=[O:54])[CH2:51][CH2:50]1.C(N(CC)C(C)C)(C)C.